From a dataset of Reaction yield outcomes from USPTO patents with 853,638 reactions. Predict the reaction yield, written as a fraction of the theoretical maximum amount of product (1.0 means a 100% yield; for example, 0.34 means a 34% yield). The reactants are [CH2:1]([C:3]1[N:4]([C:14]2[CH:19]=[CH:18][C:17]([F:20])=[CH:16][CH:15]=2)[C:5](=[O:13])[C:6]2[CH:12]=[CH:11][CH:10]=[N:9][C:7]=2[N:8]=1)[CH3:2].C([O-])(=O)C.[Na+].[Br:26]Br. The catalyst is C(O)(=O)C. The product is [Br:26][CH:1]([C:3]1[N:4]([C:14]2[CH:19]=[CH:18][C:17]([F:20])=[CH:16][CH:15]=2)[C:5](=[O:13])[C:6]2[CH:12]=[CH:11][CH:10]=[N:9][C:7]=2[N:8]=1)[CH3:2]. The yield is 0.850.